Dataset: Reaction yield outcomes from USPTO patents with 853,638 reactions. Task: Predict the reaction yield, written as a fraction of the theoretical maximum amount of product (1.0 means a 100% yield; for example, 0.34 means a 34% yield). (1) The yield is 0.600. The catalyst is O1CCOCC1.[Pd](Cl)Cl.C1(P(C2C=CC=CC=2)C2C=CC=CC=2)C=CC=CC=1.C1(P(C2C=CC=CC=2)C2C=CC=CC=2)C=CC=CC=1. The reactants are [CH2:1]([O:8][C:9]1[CH:14]=[CH:13][C:12]([NH:15][C:16]2[C:25]3[C:20](=[CH:21][CH:22]=[C:23](Br)[CH:24]=3)[N:19]=[CH:18][N:17]=2)=[CH:11][CH:10]=1)[C:2]1[CH:7]=[CH:6][CH:5]=[CH:4][CH:3]=1.C([Sn](CCCC)(CCCC)[C:32]1[S:33][CH:34]=[CH:35][CH:36]=1)CCC. The product is [CH2:1]([O:8][C:9]1[CH:14]=[CH:13][C:12]([NH:15][C:16]2[C:25]3[C:20](=[CH:21][CH:22]=[C:23]([C:32]4[S:33][CH:34]=[CH:35][CH:36]=4)[CH:24]=3)[N:19]=[CH:18][N:17]=2)=[CH:11][CH:10]=1)[C:2]1[CH:7]=[CH:6][CH:5]=[CH:4][CH:3]=1. (2) The yield is 0.920. No catalyst specified. The product is [Cl:19][S:20]([C:15]1[CH:16]=[CH:17][C:18]2[C:4]3[NH:3][C:2](=[O:1])[C:11]4[C:6]([C:5]=3[CH2:12][C:13]=2[CH:14]=1)=[CH:7][CH:8]=[CH:9][CH:10]=4)(=[O:22])=[O:21]. The reactants are [O:1]=[C:2]1[C:11]2[C:6](=[CH:7][CH:8]=[CH:9][CH:10]=2)[C:5]2[CH2:12][C:13]3[CH:14]=[CH:15][CH:16]=[CH:17][C:18]=3[C:4]=2[NH:3]1.[Cl:19][S:20](Cl)(=[O:22])=[O:21]. (3) The reactants are Br[C:2]1[CH:3]=[C:4]([C:14]([NH:16][CH2:17][C:18]2[C:19](=[O:26])[NH:20][C:21]([CH3:25])=[CH:22][C:23]=2[CH3:24])=[O:15])[C:5]2[CH:6]=[N:7][N:8]([CH:11]([CH3:13])[CH3:12])[C:9]=2[CH:10]=1.CC1(C)C(C)(C)OB([C:35]2[CH:36]=[CH:37][C:38]([NH:41][C:42](=[O:44])[CH3:43])=[N:39][CH:40]=2)O1.C(=O)(O)[O-].[Na+].O. The catalyst is COCCOC.O.C1C=CC(P(C2C=CC=CC=2)[C-]2C=CC=C2)=CC=1.C1C=CC(P(C2C=CC=CC=2)[C-]2C=CC=C2)=CC=1.Cl[Pd]Cl.[Fe+2].C(Cl)Cl. The product is [C:42]([NH:41][C:38]1[N:39]=[CH:40][C:35]([C:2]2[CH:3]=[C:4]([C:14]([NH:16][CH2:17][C:18]3[C:19](=[O:26])[NH:20][C:21]([CH3:25])=[CH:22][C:23]=3[CH3:24])=[O:15])[C:5]3[CH:6]=[N:7][N:8]([CH:11]([CH3:13])[CH3:12])[C:9]=3[CH:10]=2)=[CH:36][CH:37]=1)(=[O:44])[CH3:43]. The yield is 0.720. (4) The reactants are [NH2:1][CH2:2][C:3]1[O:7][N:6]=[C:5]([C:8]([NH:10][C@@H:11]([CH3:27])[CH2:12][N:13]2[CH:17]=[CH:16][C:15]([C:18]3[CH:23]=[CH:22][C:21]([C:24]#[N:25])=[C:20]([Cl:26])[CH:19]=3)=[N:14]2)=[O:9])[CH:4]=1.[CH3:28][S:29](Cl)(=[O:31])=[O:30]. The catalyst is C(Cl)Cl. The product is [Cl:26][C:20]1[CH:19]=[C:18]([C:15]2[CH:16]=[CH:17][N:13]([CH2:12][C@@H:11]([NH:10][C:8]([C:5]3[CH:4]=[C:3]([CH2:2][NH:1][S:29]([CH3:28])(=[O:31])=[O:30])[O:7][N:6]=3)=[O:9])[CH3:27])[N:14]=2)[CH:23]=[CH:22][C:21]=1[C:24]#[N:25]. The yield is 0.0830. (5) The reactants are [NH2:1][C:2]1[CH:3]=[C:4]2[C:8](=[CH:9][CH:10]=1)[NH:7][CH:6]=[C:5]2[C:11]1[CH2:16][CH2:15][CH:14]([N:17]([CH3:25])[C:18](=[O:24])[O:19][C:20]([CH3:23])([CH3:22])[CH3:21])[CH2:13][CH:12]=1.I.CS[C:29]([C:31]1[S:32][CH:33]=[CH:34][CH:35]=1)=[NH:30]. The product is [CH3:25][N:17]([CH:14]1[CH2:15][CH2:16][C:11]([C:5]2[C:4]3[C:8](=[CH:9][CH:10]=[C:2]([NH:1][C:29]([C:31]4[S:32][CH:33]=[CH:34][CH:35]=4)=[NH:30])[CH:3]=3)[NH:7][CH:6]=2)=[CH:12][CH2:13]1)[C:18](=[O:24])[O:19][C:20]([CH3:21])([CH3:22])[CH3:23]. The catalyst is C(O)C. The yield is 0.680.